Task: Predict the reaction yield, written as a fraction of the theoretical maximum amount of product (1.0 means a 100% yield; for example, 0.34 means a 34% yield).. Dataset: Reaction yield outcomes from USPTO patents with 853,638 reactions (1) The reactants are [OH:1][C:2]1[C:11]2[C:10]([CH3:13])([CH3:12])[CH2:9][CH2:8][C:7]([CH3:15])([CH3:14])[C:6]=2[CH:5]=[C:4]([CH:16]=[O:17])[CH:3]=1.C(N(CC)CC)C.[F:25][C:26]([F:45])([F:44])[S:27](N(C1C=CC=CC=1)[S:27]([C:26]([F:45])([F:44])[F:25])(=[O:29])=[O:28])(=[O:29])=[O:28].CN(C1C=CC=CN=1)C. The catalyst is ClCCl. The product is [F:25][C:26]([F:45])([F:44])[S:27]([O:1][C:2]1[C:11]2[C:10]([CH3:12])([CH3:13])[CH2:9][CH2:8][C:7]([CH3:15])([CH3:14])[C:6]=2[CH:5]=[C:4]([CH:16]=[O:17])[CH:3]=1)(=[O:29])=[O:28]. The yield is 0.940. (2) The yield is 0.850. The reactants are [N+:1]([C:4]1[CH:9]=[CH:8][C:7]([C:10]([CH3:17])([CH3:16])[C:11]([O:13][CH2:14][CH3:15])=[O:12])=[CH:6][CH:5]=1)([O-])=O.C([O-])=O.[K+]. The catalyst is CCO.O.[Pd]. The product is [NH2:1][C:4]1[CH:5]=[CH:6][C:7]([C:10]([CH3:16])([CH3:17])[C:11]([O:13][CH2:14][CH3:15])=[O:12])=[CH:8][CH:9]=1. (3) The yield is 1.14. The product is [NH2:37][C@@H:13]([CH2:12][C:9]1[CH:8]=[CH:7][C:6]([O:5][C:1]([CH3:4])([CH3:3])[CH3:2])=[CH:11][CH:10]=1)[C:14]([N:16]([C@@H:28]([CH3:36])[CH:29]([O:30][CH2:31][CH3:32])[O:33][CH2:34][CH3:35])[CH2:17][C:18]1[CH:27]=[CH:26][CH:25]=[C:24]2[C:19]=1[CH:20]=[CH:21][N:22]=[CH:23]2)=[O:15]. The reactants are [C:1]([O:5][C:6]1[CH:11]=[CH:10][C:9]([CH2:12][C@H:13]([NH:37]C(=O)OCC2C3C=CC=CC=3C3C2=CC=CC=3)[C:14]([N:16]([C@@H:28]([CH3:36])[CH:29]([O:33][CH2:34][CH3:35])[O:30][CH2:31][CH3:32])[CH2:17][C:18]2[CH:27]=[CH:26][CH:25]=[C:24]3[C:19]=2[CH:20]=[CH:21][N:22]=[CH:23]3)=[O:15])=[CH:8][CH:7]=1)([CH3:4])([CH3:3])[CH3:2].N1CCCCC1. No catalyst specified. (4) The reactants are [CH3:1][C:2]1([CH3:16])[CH2:11][CH2:10][C:9]2[C:4](=[CH:5][CH:6]=[C:7]([S:12](Cl)(=[O:14])=[O:13])[CH:8]=2)[O:3]1.[CH3:17][C:18]1[CH:22]=[C:21]([NH2:23])[N:20]([C:24]2[CH:33]=[CH:32][CH:31]=[C:30]3[C:25]=2[CH:26]=[CH:27][CH:28]=[N:29]3)[N:19]=1.ClCCl. The catalyst is N1C=CC=CC=1. The product is [CH3:1][C:2]1([CH3:16])[CH2:11][CH2:10][C:9]2[C:4](=[CH:5][CH:6]=[C:7]([S:12]([NH:23][C:21]3[N:20]([C:24]4[CH:33]=[CH:32][CH:31]=[C:30]5[C:25]=4[CH:26]=[CH:27][CH:28]=[N:29]5)[N:19]=[C:18]([CH3:17])[CH:22]=3)(=[O:14])=[O:13])[CH:8]=2)[O:3]1. The yield is 0.100. (5) The reactants are C(O)(=O)C.[Cl:5][CH2:6][C@H:7]1[C:15]2[C:14]3[CH:16]=[CH:17][CH:18]=[CH:19][C:13]=3[C:12]([N:20]=C(C3C=CC=CC=3)C3C=CC=CC=3)=[CH:11][C:10]=2[N:9]([C:34]([O:36][C:37]([CH3:40])([CH3:39])[CH3:38])=[O:35])[CH2:8]1. The catalyst is C1COCC1.O. The product is [NH2:20][C:12]1[C:13]2[CH:19]=[CH:18][CH:17]=[CH:16][C:14]=2[C:15]2[C@H:7]([CH2:6][Cl:5])[CH2:8][N:9]([C:34]([O:36][C:37]([CH3:39])([CH3:40])[CH3:38])=[O:35])[C:10]=2[CH:11]=1. The yield is 0.580. (6) The reactants are [CH3:1][O:2][C:3](=O)[C:4]([CH3:9])([CH3:8])[CH2:5][O:6]C.[C:11](#[N:13])[CH3:12].[H-].[Na+].Cl. The catalyst is C1(C)C=CC=CC=1. The product is [CH3:1][O:2][CH2:3][C:4]([CH3:9])([CH3:8])[C:5](=[O:6])[CH2:12][C:11]#[N:13]. The yield is 0.910. (7) The reactants are Cl[CH2:2][O:3][CH3:4].[Br:5][C:6]1[CH:11]=[CH:10][C:9]([N:12]([C:17]2[C:36]([CH:37]3[CH2:39][CH2:38]3)=[CH:35][C:20]3[C:21]([C:31]([NH:33][CH3:34])=[O:32])=[C:22]([C:24]4[CH:29]=[CH:28][C:27]([F:30])=[CH:26][CH:25]=4)[O:23][C:19]=3[CH:18]=2)[S:13]([CH3:16])(=[O:15])=[O:14])=[CH:8][C:7]=1[CH2:40][OH:41].CCN(C(C)C)C(C)C.C([O-])(O)=O.[Na+]. The catalyst is O1CCCC1. The product is [Br:5][C:6]1[CH:11]=[CH:10][C:9]([N:12]([C:17]2[C:36]([CH:37]3[CH2:39][CH2:38]3)=[CH:35][C:20]3[C:21]([C:31]([NH:33][CH3:34])=[O:32])=[C:22]([C:24]4[CH:25]=[CH:26][C:27]([F:30])=[CH:28][CH:29]=4)[O:23][C:19]=3[CH:18]=2)[S:13]([CH3:16])(=[O:15])=[O:14])=[CH:8][C:7]=1[CH2:40][O:41][CH2:2][O:3][CH3:4]. The yield is 0.970.